This data is from NCI-60 drug combinations with 297,098 pairs across 59 cell lines. The task is: Regression. Given two drug SMILES strings and cell line genomic features, predict the synergy score measuring deviation from expected non-interaction effect. (1) Drug 1: C1CCC(C1)C(CC#N)N2C=C(C=N2)C3=C4C=CNC4=NC=N3. Drug 2: CC12CCC3C(C1CCC2=O)CC(=C)C4=CC(=O)C=CC34C. Cell line: IGROV1. Synergy scores: CSS=46.1, Synergy_ZIP=0.868, Synergy_Bliss=-0.459, Synergy_Loewe=-14.1, Synergy_HSA=-0.364. (2) Drug 1: CS(=O)(=O)C1=CC(=C(C=C1)C(=O)NC2=CC(=C(C=C2)Cl)C3=CC=CC=N3)Cl. Drug 2: C1CC(C1)(C(=O)O)C(=O)O.[NH2-].[NH2-].[Pt+2]. Cell line: IGROV1. Synergy scores: CSS=37.2, Synergy_ZIP=-5.48, Synergy_Bliss=-3.16, Synergy_Loewe=-12.3, Synergy_HSA=-2.70. (3) Drug 1: C1CC(C1)(C(=O)O)C(=O)O.[NH2-].[NH2-].[Pt+2]. Drug 2: C1=CN(C=N1)CC(O)(P(=O)(O)O)P(=O)(O)O. Cell line: OVCAR-5. Synergy scores: CSS=3.89, Synergy_ZIP=-3.05, Synergy_Bliss=-3.35, Synergy_Loewe=-2.06, Synergy_HSA=-1.82.